Dataset: Reaction yield outcomes from USPTO patents with 853,638 reactions. Task: Predict the reaction yield, written as a fraction of the theoretical maximum amount of product (1.0 means a 100% yield; for example, 0.34 means a 34% yield). (1) The reactants are [OH:1][C:2]([CH3:40])([CH3:39])[CH2:3][O:4][C@H:5]1[CH2:10][CH2:9][C@H:8]([N:11]2[C:16](=[O:17])[C:15]([CH2:18][C:19]3[CH:24]=[CH:23][C:22]([C:25]4[C:26]([C:31]#[N:32])=[CH:27][CH:28]=[CH:29][CH:30]=4)=[CH:21][CH:20]=3)=[C:14]([CH2:33][CH2:34][CH3:35])[N:13]3[N:36]=[CH:37][CH:38]=[C:12]23)[CH2:7][CH2:6]1.C[Si]([N:45]=[N+:46]=[N-:47])(C)C.C([Sn](=O)CCCC)CCC.C1(C)C=CC=CC=1. The catalyst is O.C(OCC)(=O)C. The product is [OH:1][C:2]([CH3:39])([CH3:40])[CH2:3][O:4][C@H:5]1[CH2:10][CH2:9][C@H:8]([N:11]2[C:16](=[O:17])[C:15]([CH2:18][C:19]3[CH:24]=[CH:23][C:22]([C:25]4[CH:30]=[CH:29][CH:28]=[CH:27][C:26]=4[C:31]4[NH:47][N:46]=[N:45][N:32]=4)=[CH:21][CH:20]=3)=[C:14]([CH2:33][CH2:34][CH3:35])[N:13]3[N:36]=[CH:37][CH:38]=[C:12]23)[CH2:7][CH2:6]1. The yield is 0.450. (2) The reactants are [CH2:1]([NH:8][C:9]1[N:14]2[N:15]=[CH:16][C:17]([Br:18])=[C:13]2[N:12]=[CH:11][C:10]=1[C:19]([OH:21])=O)[C:2]1[CH:7]=[CH:6][CH:5]=[CH:4][CH:3]=1.Cl.[NH:23]1[CH2:28][CH2:27][C:26]2([C:36]3[C:31](=[CH:32][CH:33]=[CH:34][CH:35]=3)[CH:30]=[CH:29]2)[CH2:25][CH2:24]1. No catalyst specified. The product is [CH2:1]([NH:8][C:9]1[N:14]2[N:15]=[CH:16][C:17]([Br:18])=[C:13]2[N:12]=[CH:11][C:10]=1[C:19]([N:23]1[CH2:28][CH2:27][C:26]2([C:36]3[C:31](=[CH:32][CH:33]=[CH:34][CH:35]=3)[CH:30]=[CH:29]2)[CH2:25][CH2:24]1)=[O:21])[C:2]1[CH:3]=[CH:4][CH:5]=[CH:6][CH:7]=1. The yield is 0.950.